This data is from Full USPTO retrosynthesis dataset with 1.9M reactions from patents (1976-2016). The task is: Predict the reactants needed to synthesize the given product. The reactants are: S(Cl)([Cl:3])=O.[Cl:5][C:6]1[CH:11]=[CH:10][C:9]([C:12]2[CH:13]=[CH:14][C:15]([C:18]#[C:19][C:20]3[CH:25]=[CH:24][C:23]([C@@H:26]4[CH2:28][C@H:27]4[CH2:29]O)=[CH:22][CH:21]=3)=[N:16][CH:17]=2)=[CH:8][CH:7]=1.C(=O)(O)[O-].[Na+]. Given the product [Cl:3][CH2:29][C@@H:27]1[CH2:28][C@H:26]1[C:23]1[CH:24]=[CH:25][C:20]([C:19]#[C:18][C:15]2[CH:14]=[CH:13][C:12]([C:9]3[CH:10]=[CH:11][C:6]([Cl:5])=[CH:7][CH:8]=3)=[CH:17][N:16]=2)=[CH:21][CH:22]=1, predict the reactants needed to synthesize it.